This data is from Reaction yield outcomes from USPTO patents with 853,638 reactions. The task is: Predict the reaction yield, written as a fraction of the theoretical maximum amount of product (1.0 means a 100% yield; for example, 0.34 means a 34% yield). (1) The reactants are [CH3:1][NH:2][C:3]([C:5]1[C:10]([NH2:11])=[N:9][CH:8]=[C:7](Br)[N:6]=1)=[O:4].ClCCl.O.[NH2:17][C:18]1[CH:19]=[C:20](B(O)O)[CH:21]=[CH:22][CH:23]=1.C(N(CC)CC)C. The catalyst is CN(C)C=O.CCOC(C)=O. The product is [NH2:11][C:10]1[C:5]([C:3]([NH:2][CH3:1])=[O:4])=[N:6][C:7]([C:22]2[CH:21]=[CH:20][CH:19]=[C:18]([NH2:17])[CH:23]=2)=[CH:8][N:9]=1. The yield is 0.540. (2) The reactants are Cl[C:2]1[CH:7]=[C:6](Cl)[N:5]=[CH:4][N:3]=1.[NH2:9][C:10]1[C:11]([CH3:17])=[C:12]([OH:16])[CH:13]=[CH:14][CH:15]=1. No catalyst specified. The product is [OH:16][C:12]1[C:11]([CH3:17])=[C:10]([NH:9][C:2]2[CH:7]=[C:6]([NH:9][C:10]3[CH:15]=[CH:14][CH:13]=[C:12]([OH:16])[C:11]=3[CH3:17])[N:5]=[CH:4][N:3]=2)[CH:15]=[CH:14][CH:13]=1. The yield is 0.400.